This data is from Catalyst prediction with 721,799 reactions and 888 catalyst types from USPTO. The task is: Predict which catalyst facilitates the given reaction. (1) Reactant: [Cl:1][C:2]1[CH:7]=[CH:6][N:5]=[C:4]2[CH:8]=[C:9]([C:11](=[S:13])[NH2:12])[S:10][C:3]=12.CN(C=O)C.Cl[CH:20]([C:26]([CH3:28])=O)[C:21]([O:23][CH2:24][CH3:25])=[O:22]. Product: [CH2:24]([O:23][C:21]([C:20]1[S:13][C:11]([C:9]2[S:10][C:3]3[C:4](=[N:5][CH:6]=[CH:7][C:2]=3[Cl:1])[CH:8]=2)=[N:12][C:26]=1[CH3:28])=[O:22])[CH3:25]. The catalyst class is: 1. (2) Reactant: [CH2:1]([O:3][C:4]([C:6]1[NH:7][C:8]2[C:13]([C:14]=1[CH2:15][CH2:16][CH2:17][NH:18][C:19]([O:21][C:22]([CH3:25])([CH3:24])[CH3:23])=[O:20])=[CH:12][C:11]([NH2:26])=[CH:10][CH:9]=2)=[O:5])[CH3:2].C[Si]([N:31]=[C:32]=[O:33])(C)C. Product: [CH2:1]([O:3][C:4]([C:6]1[NH:7][C:8]2[C:13]([C:14]=1[CH2:15][CH2:16][CH2:17][NH:18][C:19]([O:21][C:22]([CH3:25])([CH3:24])[CH3:23])=[O:20])=[CH:12][C:11]([NH:26][C:32]([NH2:31])=[O:33])=[CH:10][CH:9]=2)=[O:5])[CH3:2]. The catalyst class is: 347. (3) Reactant: [CH:1]1([C:4](=[O:15])[CH2:5][O:6][CH2:7][CH:8]2[CH2:12][O:11][C:10]([CH3:14])([CH3:13])[O:9]2)[CH2:3][CH2:2]1.[BH4-].[Na+]. Product: [CH:1]1([CH:4]([OH:15])[CH2:5][O:6][CH2:7][CH:8]2[CH2:12][O:11][C:10]([CH3:13])([CH3:14])[O:9]2)[CH2:3][CH2:2]1. The catalyst class is: 5. (4) Reactant: [CH:1]([C:3]1[CH:8]=[CH:7][C:6]([O:9][CH:10]2[CH2:15][CH2:14][CH2:13][CH2:12][O:11]2)=[CH:5][C:4]=1OS(C(F)(F)F)(=O)=O)=[O:2].[B:24]1([B:24]2[O:28][C:27]([CH3:30])([CH3:29])[C:26]([CH3:32])([CH3:31])[O:25]2)[O:28][C:27]([CH3:30])([CH3:29])[C:26]([CH3:32])([CH3:31])[O:25]1.CC([O-])=O.[K+].N#N. Product: [O:11]1[CH2:12][CH2:13][CH2:14][CH2:15][CH:10]1[O:9][C:6]1[CH:7]=[CH:8][C:3]([CH:1]=[O:2])=[C:4]([B:24]2[O:28][C:27]([CH3:30])([CH3:29])[C:26]([CH3:32])([CH3:31])[O:25]2)[CH:5]=1. The catalyst class is: 225. (5) Reactant: [F:1][C:2]1[CH:7]=[C:6]([F:8])[CH:5]=[CH:4][C:3]=1[C@@H:9]1[CH2:13][NH:12][CH2:11][C@H:10]1[C:14]([O:16][CH3:17])=[O:15].CCN(C(C)C)C(C)C.[Cl:27][C:28]1[N:29]=[N:30][C:31](Cl)=[CH:32][CH:33]=1. Product: [F:1][C:2]1[CH:7]=[C:6]([F:8])[CH:5]=[CH:4][C:3]=1[C@@H:9]1[CH2:13][N:12]([C:31]2[N:30]=[N:29][C:28]([Cl:27])=[CH:33][CH:32]=2)[CH2:11][C@H:10]1[C:14]([O:16][CH3:17])=[O:15]. The catalyst class is: 12.